Dataset: Full USPTO retrosynthesis dataset with 1.9M reactions from patents (1976-2016). Task: Predict the reactants needed to synthesize the given product. (1) Given the product [CH3:13][O:14][C:15]1[CH:16]=[C:17]([C:18](=[O:27])[CH2:5][C:6]2[CH:11]=[CH:10][CH:9]=[CH:8][C:7]=2[F:12])[CH:20]=[C:21]([O:23][CH3:24])[CH:22]=1, predict the reactants needed to synthesize it. The reactants are: [Mg].II.Br[CH2:5][C:6]1[CH:11]=[CH:10][CH:9]=[CH:8][C:7]=1[F:12].[CH3:13][O:14][C:15]1[CH:16]=[C:17]([CH:20]=[C:21]([O:23][CH3:24])[CH:22]=1)[C:18]#N.C([O:27]CC)C. (2) The reactants are: [CH3:1][CH:2]1[CH2:6][C:5]2[CH:7]=[C:8]([S:11]([CH3:14])(=[O:13])=[O:12])[CH:9]=[CH:10][C:4]=2[O:3]1.[Br:15]Br. Given the product [Br:15][C:10]1[C:4]2[O:3][CH:2]([CH3:1])[CH2:6][C:5]=2[CH:7]=[C:8]([S:11]([CH3:14])(=[O:13])=[O:12])[CH:9]=1, predict the reactants needed to synthesize it. (3) Given the product [F:8][C:9]1[CH:27]=[C:26]([S:28]([CH3:31])(=[O:30])=[O:29])[C:25]([F:32])=[CH:24][C:10]=1[CH2:11][N:12]1[CH2:16][CH2:15][N:14]([CH:17]2[CH2:22][CH2:21][N:20]([C:43]3[S:47][N:46]=[C:45]([C:48]([F:51])([F:50])[F:49])[N:44]=3)[CH2:19][CH2:18]2)[C:13]1=[O:23], predict the reactants needed to synthesize it. The reactants are: FC(F)(F)C(O)=O.[F:8][C:9]1[CH:27]=[C:26]([S:28]([CH3:31])(=[O:30])=[O:29])[C:25]([F:32])=[CH:24][C:10]=1[CH2:11][N:12]1[CH2:16][CH2:15][N:14]([CH:17]2[CH2:22][CH2:21][NH:20][CH2:19][CH2:18]2)[C:13]1=[O:23].C(N(C(C)C)C(C)C)C.Cl[C:43]1[S:47][N:46]=[C:45]([C:48]([F:51])([F:50])[F:49])[N:44]=1. (4) Given the product [CH2:23]1[C:24]2[C:29](=[CH:28][CH:27]=[CH:26][CH:25]=2)[CH2:30][CH2:31][N:22]1[CH2:21][C@@H:20]([OH:32])[CH2:19][NH:18][C:13](=[O:15])[C@H:12]([O:11][C:9]1[CH:8]=[CH:7][CH:6]=[C:5]2[C:10]=1[N:1]=[CH:2][CH:3]=[CH:4]2)[CH3:17], predict the reactants needed to synthesize it. The reactants are: [N:1]1[C:10]2[C:5](=[CH:6][CH:7]=[CH:8][C:9]=2[O:11][C@H:12]([CH3:17])[C:13]([O:15]C)=O)[CH:4]=[CH:3][CH:2]=1.[NH2:18][CH2:19][C@@H:20]([OH:32])[CH2:21][N:22]1[CH2:31][CH2:30][C:29]2[C:24](=[CH:25][CH:26]=[CH:27][CH:28]=2)[CH2:23]1. (5) Given the product [Cl:11][C:8]1[CH:9]=[C:10]2[C:5](=[CH:6][CH:7]=1)[NH:4][C:3](=[O:12])[C:2]2([NH:28][C:29]1([C:35]([N:37]([CH3:39])[CH3:38])=[O:36])[CH2:34][CH2:33][CH2:32][CH2:31][CH2:30]1)[C:13]1[CH:18]=[CH:17][CH:16]=[CH:15][C:14]=1[O:19][CH3:20], predict the reactants needed to synthesize it. The reactants are: Cl[C:2]1([C:13]2[CH:18]=[CH:17][CH:16]=[CH:15][C:14]=2[O:19][CH3:20])[C:10]2[C:5](=[CH:6][CH:7]=[C:8]([Cl:11])[CH:9]=2)[NH:4][C:3]1=[O:12].FC(F)(F)C(O)=O.[NH2:28][C:29]1([C:35]([N:37]([CH3:39])[CH3:38])=[O:36])[CH2:34][CH2:33][CH2:32][CH2:31][CH2:30]1. (6) Given the product [CH2:11]([O:13][C:14](=[O:31])[C:15]1[CH:16]=[C:17]([O:22][C:23]2[CH:28]=[CH:27][C:26]([C:29]#[N:30])=[CH:25][CH:24]=2)[CH:18]=[C:19]([O:21][CH2:6][C:5]2[CH:8]=[CH:9][CH:10]=[C:3]([C:1]#[N:2])[CH:4]=2)[CH:20]=1)[CH3:12], predict the reactants needed to synthesize it. The reactants are: [C:1]([C:3]1[CH:4]=[C:5]([CH:8]=[CH:9][CH:10]=1)[CH2:6]Br)#[N:2].[CH2:11]([O:13][C:14](=[O:31])[C:15]1[CH:20]=[C:19]([OH:21])[CH:18]=[C:17]([O:22][C:23]2[CH:28]=[CH:27][C:26]([C:29]#[N:30])=[CH:25][CH:24]=2)[CH:16]=1)[CH3:12]. (7) The reactants are: [N:1]([CH2:4][CH2:5][C:6]([F:24])([F:23])[C:7]([F:22])([F:21])[C:8]([F:20])([F:19])[C:9]([F:18])([F:17])[C:10]([F:16])([F:15])[C:11]([F:14])([F:13])[F:12])=[N+:2]=[N-:3].[CH2:25]([OH:28])[C:26]#[CH:27]. Given the product [F:24][C:6]([F:23])([C:7]([F:21])([F:22])[C:8]([F:19])([F:20])[C:9]([F:17])([F:18])[C:10]([F:15])([F:16])[C:11]([F:13])([F:12])[F:14])[CH2:5][CH2:4][N:1]1[CH:27]=[C:26]([CH2:25][OH:28])[N:3]=[N:2]1, predict the reactants needed to synthesize it.